From a dataset of Catalyst prediction with 721,799 reactions and 888 catalyst types from USPTO. Predict which catalyst facilitates the given reaction. (1) Reactant: [CH:1]1(B(O)O)[CH2:3][CH2:2]1.C(=O)([O-])[O-].[Na+].[Na+].C1(P(C2CCCCC2)C2C=CC=CC=2C2C(OC)=CC=CC=2OC)CCCCC1.Br[C:43]1[C:44]([CH:56]2[CH2:58][CH2:57]2)=[CH:45][C:46]([O:53][CH2:54][CH3:55])=[C:47]([CH:52]=1)[C:48]([O:50][CH3:51])=[O:49]. Product: [CH:56]1([C:44]2[C:43]([CH:1]3[CH2:3][CH2:2]3)=[CH:52][C:47]([C:48]([O:50][CH3:51])=[O:49])=[C:46]([O:53][CH2:54][CH3:55])[CH:45]=2)[CH2:58][CH2:57]1. The catalyst class is: 720. (2) Reactant: [Cl:1][C:2]1[CH:8]=[CH:7][C:6]([N+:9]([O-:11])=[O:10])=[CH:5][C:3]=1[NH2:4].[Cl:12][C:13]1[CH:21]=[CH:20][C:16]([C:17](Cl)=[O:18])=[CH:15][CH:14]=1.CCOC(C)=O. Product: [Cl:12][C:13]1[CH:21]=[CH:20][C:16]([C:17]([NH:4][C:3]2[CH:5]=[C:6]([N+:9]([O-:11])=[O:10])[CH:7]=[CH:8][C:2]=2[Cl:1])=[O:18])=[CH:15][CH:14]=1. The catalyst class is: 1.